This data is from Full USPTO retrosynthesis dataset with 1.9M reactions from patents (1976-2016). The task is: Predict the reactants needed to synthesize the given product. (1) Given the product [Cl:41][C:39]1[CH:40]=[CH:35][C:36]([NH:42][S:43]([C:46]([F:49])([F:47])[F:48])(=[O:45])=[O:44])=[C:37]([C:16](=[N:12][O:11][CH2:10][CH2:9][O:8][CH3:7])[C:15]2[CH:14]=[CH:21][CH:20]=[CH:19][CH:18]=2)[CH:38]=1, predict the reactants needed to synthesize it. The reactants are: CN(C)CCN.[CH3:7][O:8][CH2:9][CH2:10][O:11][N:12]1[C:16](=O)[C:15]2=[CH:18][CH:19]=[CH:20][CH:21]=[C:14]2C1=O.C(O)(=O)C.C([C:35]1[CH:40]=[C:39]([Cl:41])[CH:38]=[CH:37][C:36]=1[NH:42][S:43]([C:46]([F:49])([F:48])[F:47])(=[O:45])=[O:44])(=O)C1C=CC=CC=1. (2) Given the product [Br:1][C:2]1[C:3]([C:19]([F:22])([F:20])[F:21])=[N:4][N:5]([CH3:18])[C:6]=1[C:7]1[CH:12]=[C:11]([NH2:13])[CH:10]=[CH:9][C:8]=1[O:16][CH3:17], predict the reactants needed to synthesize it. The reactants are: [Br:1][C:2]1[C:3]([C:19]([F:22])([F:21])[F:20])=[N:4][N:5]([CH3:18])[C:6]=1[C:7]1[CH:12]=[C:11]([N+:13]([O-])=O)[CH:10]=[CH:9][C:8]=1[O:16][CH3:17]. (3) Given the product [F:28][CH2:27][CH:25]1[CH2:24][N:23]([CH2:22][CH2:21][O:20][C:17]2[CH:16]=[CH:15][C:14]([CH:3]3[C:2]([C:35]4[CH:34]=[CH:33][CH:32]=[C:31]([CH2:30][OH:29])[CH:36]=4)=[C:11]([CH3:12])[C:10]4[C:5](=[CH:6][CH:7]=[C:8]([OH:13])[CH:9]=4)[O:4]3)=[CH:19][CH:18]=2)[CH2:26]1, predict the reactants needed to synthesize it. The reactants are: Br[C:2]1[CH:3]([C:14]2[CH:19]=[CH:18][C:17]([O:20][CH2:21][CH2:22][N:23]3[CH2:26][CH:25]([CH2:27][F:28])[CH2:24]3)=[CH:16][CH:15]=2)[O:4][C:5]2[C:10]([C:11]=1[CH3:12])=[CH:9][C:8]([OH:13])=[CH:7][CH:6]=2.[OH:29][CH2:30][C:31]1[CH:32]=[C:33](B(O)O)[CH:34]=[CH:35][CH:36]=1. (4) Given the product [F:8][C:7]([F:10])([F:9])[C:3]1([C:4]([NH2:6])=[O:5])[CH2:2][O:11]1, predict the reactants needed to synthesize it. The reactants are: Br[CH2:2][C:3]([OH:11])([C:7]([F:10])([F:9])[F:8])[C:4]([NH2:6])=[O:5].C(=O)([O-])[O-].[K+].[K+]. (5) Given the product [F:12][C:13]([F:20])([CH:17]([F:19])[F:18])[C:14]([C:9]1[CH:8]=[CH:7][CH:6]=[C:5]([CH3:4])[CH:10]=1)=[O:15], predict the reactants needed to synthesize it. The reactants are: [Mg].II.[CH3:4][C:5]1[CH:6]=[C:7](Br)[CH:8]=[CH:9][CH:10]=1.[F:12][C:13]([F:20])([CH:17]([F:19])[F:18])[C:14](O)=[O:15].Cl.